Dataset: NCI-60 drug combinations with 297,098 pairs across 59 cell lines. Task: Regression. Given two drug SMILES strings and cell line genomic features, predict the synergy score measuring deviation from expected non-interaction effect. (1) Drug 1: CC12CCC(CC1=CCC3C2CCC4(C3CC=C4C5=CN=CC=C5)C)O. Drug 2: CC1CCC2CC(C(=CC=CC=CC(CC(C(=O)C(C(C(=CC(C(=O)CC(OC(=O)C3CCCCN3C(=O)C(=O)C1(O2)O)C(C)CC4CCC(C(C4)OC)OCCO)C)C)O)OC)C)C)C)OC. Cell line: SW-620. Synergy scores: CSS=10.8, Synergy_ZIP=-1.49, Synergy_Bliss=-0.133, Synergy_Loewe=-4.46, Synergy_HSA=-0.512. (2) Drug 1: CC1=CC=C(C=C1)C2=CC(=NN2C3=CC=C(C=C3)S(=O)(=O)N)C(F)(F)F. Cell line: K-562. Synergy scores: CSS=8.56, Synergy_ZIP=7.95, Synergy_Bliss=8.42, Synergy_Loewe=-52.9, Synergy_HSA=-2.42. Drug 2: B(C(CC(C)C)NC(=O)C(CC1=CC=CC=C1)NC(=O)C2=NC=CN=C2)(O)O. (3) Drug 1: CCN(CC)CCCC(C)NC1=C2C=C(C=CC2=NC3=C1C=CC(=C3)Cl)OC. Drug 2: C1CN(P(=O)(OC1)NCCCl)CCCl. Cell line: IGROV1. Synergy scores: CSS=0.252, Synergy_ZIP=-0.0686, Synergy_Bliss=-1.16, Synergy_Loewe=-0.298, Synergy_HSA=-3.33. (4) Drug 1: CC=C1C(=O)NC(C(=O)OC2CC(=O)NC(C(=O)NC(CSSCCC=C2)C(=O)N1)C(C)C)C(C)C. Drug 2: CC(C)NC(=O)C1=CC=C(C=C1)CNNC.Cl. Cell line: OVCAR-4. Synergy scores: CSS=11.6, Synergy_ZIP=-7.22, Synergy_Bliss=1.23, Synergy_Loewe=-18.5, Synergy_HSA=-3.31. (5) Drug 1: CC1=CC=C(C=C1)C2=CC(=NN2C3=CC=C(C=C3)S(=O)(=O)N)C(F)(F)F. Drug 2: C1CN(P(=O)(OC1)NCCCl)CCCl. Cell line: MALME-3M. Synergy scores: CSS=-8.22, Synergy_ZIP=6.62, Synergy_Bliss=6.24, Synergy_Loewe=-4.26, Synergy_HSA=-3.17. (6) Drug 1: CCC1=CC2CC(C3=C(CN(C2)C1)C4=CC=CC=C4N3)(C5=C(C=C6C(=C5)C78CCN9C7C(C=CC9)(C(C(C8N6C)(C(=O)OC)O)OC(=O)C)CC)OC)C(=O)OC.C(C(C(=O)O)O)(C(=O)O)O. Drug 2: C(=O)(N)NO. Cell line: K-562. Synergy scores: CSS=67.3, Synergy_ZIP=1.81, Synergy_Bliss=-0.915, Synergy_Loewe=-40.1, Synergy_HSA=-1.40. (7) Drug 1: C1=NC2=C(N=C(N=C2N1C3C(C(C(O3)CO)O)O)F)N. Drug 2: C#CCC(CC1=CN=C2C(=N1)C(=NC(=N2)N)N)C3=CC=C(C=C3)C(=O)NC(CCC(=O)O)C(=O)O. Cell line: SN12C. Synergy scores: CSS=14.9, Synergy_ZIP=-6.76, Synergy_Bliss=-6.79, Synergy_Loewe=-6.19, Synergy_HSA=-4.17. (8) Drug 1: C1C(C(OC1N2C=NC3=C(N=C(N=C32)Cl)N)CO)O. Drug 2: CN(CCCl)CCCl.Cl. Cell line: HOP-92. Synergy scores: CSS=36.2, Synergy_ZIP=-13.1, Synergy_Bliss=-6.21, Synergy_Loewe=-9.82, Synergy_HSA=0.0245. (9) Drug 1: CC1CC2C3CCC4=CC(=O)C=CC4(C3(C(CC2(C1(C(=O)CO)O)C)O)F)C. Drug 2: CC1(CCCN1)C2=NC3=C(C=CC=C3N2)C(=O)N. Cell line: NCIH23. Synergy scores: CSS=1.06, Synergy_ZIP=-0.271, Synergy_Bliss=-0.812, Synergy_Loewe=0.796, Synergy_HSA=0.276. (10) Drug 1: CN1CCC(CC1)COC2=C(C=C3C(=C2)N=CN=C3NC4=C(C=C(C=C4)Br)F)OC. Drug 2: CCC1=CC2CC(C3=C(CN(C2)C1)C4=CC=CC=C4N3)(C5=C(C=C6C(=C5)C78CCN9C7C(C=CC9)(C(C(C8N6C)(C(=O)OC)O)OC(=O)C)CC)OC)C(=O)OC.C(C(C(=O)O)O)(C(=O)O)O. Cell line: NCI/ADR-RES. Synergy scores: CSS=2.80, Synergy_ZIP=-2.50, Synergy_Bliss=-1.13, Synergy_Loewe=-0.926, Synergy_HSA=-0.989.